This data is from Forward reaction prediction with 1.9M reactions from USPTO patents (1976-2016). The task is: Predict the product of the given reaction. (1) Given the reactants [CH2:1]([C:5]1[N:10]2[N:11]=[CH:12][CH:13]=[C:9]2[N:8]([C@H:14]2[CH2:19][CH2:18][C@H:17]([OH:20])[CH2:16][CH2:15]2)[C:7](=[O:21])[C:6]=1[CH2:22][C:23]1[CH:28]=[CH:27][C:26]([C:29]2[C:30]([C:35]#[N:36])=[CH:31][CH:32]=[CH:33][CH:34]=2)=[C:25]([F:37])[CH:24]=1)[CH2:2][CH2:3][CH3:4].[N+](=[CH:40][C:41]([O:43][CH2:44][CH3:45])=[O:42])=[N-].C(OCC)(=O)C.O, predict the reaction product. The product is: [CH2:1]([C:5]1[N:10]2[N:11]=[CH:12][CH:13]=[C:9]2[N:8]([C@H:14]2[CH2:15][CH2:16][C@H:17]([O:20][CH2:40][C:41]([O:43][CH2:44][CH3:45])=[O:42])[CH2:18][CH2:19]2)[C:7](=[O:21])[C:6]=1[CH2:22][C:23]1[CH:28]=[CH:27][C:26]([C:29]2[CH:34]=[CH:33][CH:32]=[CH:31][C:30]=2[C:35]#[N:36])=[C:25]([F:37])[CH:24]=1)[CH2:2][CH2:3][CH3:4]. (2) Given the reactants C([O-])(=O)CCCCCCCCCCCCCCCCC.[CH3:21][CH2:22][CH2:23][CH2:24][CH2:25][CH2:26][CH2:27][CH2:28][CH2:29][CH2:30][CH2:31][CH2:32][CH2:33][CH2:34][CH2:35][CH2:36][CH2:37][C:38]([O:40][CH2:41][C@@H:42]([OH:88])[C@H]1OC[C@H:41]([O:40][C:38]([CH2:37][CH2:36][CH2:35][CH2:34][CH2:33][CH2:32][CH2:31][CH2:30][CH2:29][CH2:28][CH2:27][CH2:26][CH2:25][CH2:24][CH2:23][CH2:22][CH3:21])=[O:39])[C@H:42]1[O:88]C(CCCCCCCCCCCCCCCCC)=O)=[O:39].C(OCC(CO)O)(=O)CCCCCCCCCCCCCCCCC, predict the reaction product. The product is: [CH3:21][CH2:22][CH2:23][CH2:24][CH2:25][CH2:26][CH2:27][CH2:28][CH2:29][CH2:30][CH2:31][CH2:32][CH2:33][CH2:34][CH2:35][CH2:36][CH2:37][C:38]([O:40][CH2:41][CH2:42][OH:88])=[O:39]. (3) Given the reactants O[CH2:2][C:3]#[C:4][CH2:5][N:6]1[C:14](=[O:15])[C:13]2[C:8](=[CH:9][CH:10]=[CH:11][CH:12]=2)[C:7]1=[O:16].[N+:17]([C:20]1[CH:24]=[CH:23][NH:22][N:21]=1)([O-:19])=[O:18].C1(P(C2C=CC=CC=2)C2C=CC=CC=2)C=CC=CC=1.N(C(OC(C)C)=O)=NC(OC(C)C)=O, predict the reaction product. The product is: [N+:17]([C:20]1[CH:24]=[CH:23][N:22]([CH2:2][C:3]#[C:4][CH2:5][N:6]2[C:14](=[O:15])[C:13]3[C:8](=[CH:9][CH:10]=[CH:11][CH:12]=3)[C:7]2=[O:16])[N:21]=1)([O-:19])=[O:18]. (4) The product is: [Cl:1][C:2]1[CH:3]=[C:4](/[CH:17]=[CH:18]/[C:19]([N:21]2[CH2:22][CH2:23][N:24]([CH2:27][C:28]3[CH:33]=[CH:32][C:31]([CH2:34][CH2:35][O:36][C:37]4[CH:42]=[CH:41][C:40]([CH3:43])=[CH:39][CH:38]=4)=[CH:30][CH:29]=3)[CH2:25][CH2:26]2)=[O:20])[CH:5]=[C:6]([CH3:16])[C:7]=1[O:8][C:9]1[CH:14]=[CH:13][C:12]([O:15][CH2:44][C:45]2[CH:52]=[CH:51][C:48]([CH3:49])=[CH:47][CH:46]=2)=[CH:11][N:10]=1. Given the reactants [Cl:1][C:2]1[CH:3]=[C:4](/[CH:17]=[CH:18]/[C:19]([N:21]2[CH2:26][CH2:25][N:24]([CH2:27][C:28]3[CH:33]=[CH:32][C:31]([CH2:34][CH2:35][O:36][C:37]4[CH:42]=[CH:41][C:40]([CH3:43])=[CH:39][CH:38]=4)=[CH:30][CH:29]=3)[CH2:23][CH2:22]2)=[O:20])[CH:5]=[C:6]([CH3:16])[C:7]=1[O:8][C:9]1[CH:14]=[CH:13][C:12]([OH:15])=[CH:11][N:10]=1.[CH3:44][C:45]1[CH:52]=[CH:51][C:48]([CH2:49]Br)=[CH:47][CH:46]=1.[H-].[Na+], predict the reaction product. (5) Given the reactants [C:1]1([NH:7][C:8](=[O:17])[CH2:9][C:10]2[CH:15]=[CH:14][C:13](Br)=[CH:12][CH:11]=2)[CH:6]=[CH:5][CH:4]=[CH:3][CH:2]=1.[B:18]1([B:18]2[O:22][C:21]([CH3:24])([CH3:23])[C:20]([CH3:26])([CH3:25])[O:19]2)[O:22][C:21]([CH3:24])([CH3:23])[C:20]([CH3:26])([CH3:25])[O:19]1.C([O-])(=O)C.[K+].ClCCl, predict the reaction product. The product is: [C:1]1([NH:7][C:8](=[O:17])[CH2:9][C:10]2[CH:15]=[CH:14][C:13]([B:18]3[O:22][C:21]([CH3:24])([CH3:23])[C:20]([CH3:26])([CH3:25])[O:19]3)=[CH:12][CH:11]=2)[CH:6]=[CH:5][CH:4]=[CH:3][CH:2]=1. (6) Given the reactants CN([CH2:4][C:5]1[C:9]2[CH:10]=[C:11]([F:14])[CH:12]=[CH:13][C:8]=2[NH:7][CH:6]=1)C.[N:15]1[CH:20]=[CH:19][CH:18]=[C:17]([CH:21]=O)[CH:16]=1.P(CCCC)(CCCC)CCCC, predict the reaction product. The product is: [F:14][C:11]1[CH:10]=[C:9]2[C:8](=[CH:13][CH:12]=1)[NH:7][CH:6]=[C:5]2[CH:4]=[CH:21][C:17]1[CH:16]=[N:15][CH:20]=[CH:19][CH:18]=1.